Dataset: Catalyst prediction with 721,799 reactions and 888 catalyst types from USPTO. Task: Predict which catalyst facilitates the given reaction. (1) The catalyst class is: 27. Product: [CH3:1][O:2][CH2:3][O:4][C:5]1[C:6]([CH3:11])=[CH:7][CH:8]=[CH:9][C:10]=1[B:22]([OH:25])[OH:23]. Reactant: [CH3:1][O:2][CH2:3][O:4][C:5]1[CH:10]=[CH:9][CH:8]=[CH:7][C:6]=1[CH3:11].[Li]C(C)(C)C.CCCCC.[B:22](OC)([O:25]C)[O:23]C.C1COCC1.Cl. (2) Reactant: [CH3:1][C:2]1O[C:4](=[O:15])[C:5]2[C:11]([N+:12]([O-:14])=[O:13])=[CH:10][CH:9]=[CH:8][C:6]=2[N:7]=1.Br.[NH2:17][C@:18]1([CH3:26])[CH2:23][CH2:22][C:21](=[O:24])[NH:20][C:19]1=[O:25].N1C=CN=C1.C1(OP(OC2C=CC=CC=2)OC2C=CC=CC=2)C=CC=CC=1. Product: [CH3:26][C@@:18]1([N:17]2[C:4](=[O:15])[C:5]3[C:6](=[CH:8][CH:9]=[CH:10][C:11]=3[N+:12]([O-:14])=[O:13])[N:7]=[C:2]2[CH3:1])[CH2:23][CH2:22][C:21](=[O:24])[NH:20][C:19]1=[O:25]. The catalyst class is: 3. (3) Reactant: [F:1][C:2]1[CH:3]=[C:4]([C@H:8]2[O:12][C:11](=[O:13])[NH:10][C@H:9]2[CH3:14])[CH:5]=[CH:6][CH:7]=1.C[Si]([N-][Si](C)(C)C)(C)C.[Na+].Br[CH2:26][C:27]1[CH:32]=[C:31]([C:33]([F:36])([F:35])[F:34])[CH:30]=[CH:29][C:28]=1[C:37]1[CH:38]=[C:39]([C:45]2[CH:50]=[CH:49][C:48]([C:51]([O:53][CH3:54])=[O:52])=[CH:47][C:46]=2[CH3:55])[CH:40]=[CH:41][C:42]=1[O:43][CH3:44]. Product: [F:1][C:2]1[CH:3]=[C:4]([C@H:8]2[O:12][C:11](=[O:13])[N:10]([CH2:26][C:27]3[CH:32]=[C:31]([C:33]([F:35])([F:36])[F:34])[CH:30]=[CH:29][C:28]=3[C:37]3[CH:38]=[C:39]([C:45]4[CH:50]=[CH:49][C:48]([C:51]([O:53][CH3:54])=[O:52])=[CH:47][C:46]=4[CH3:55])[CH:40]=[CH:41][C:42]=3[O:43][CH3:44])[C@H:9]2[CH3:14])[CH:5]=[CH:6][CH:7]=1. The catalyst class is: 44. (4) The catalyst class is: 5. Product: [CH2:20]([O:19][C:17](=[O:18])[CH:15]=[C:14]1[C:13](=[O:22])[N:2]([CH3:1])[C:3]2[C:4](=[CH:5][CH:6]=[CH:7][CH:8]=2)[NH:9]1)[CH3:21]. Reactant: [CH3:1][NH:2][C:3]1[CH:8]=[CH:7][CH:6]=[CH:5][C:4]=1[NH2:9].C(O[C:13](=[O:22])[CH2:14][C:15]([C:17]([O:19][CH2:20][CH3:21])=[O:18])=O)C.CC#N.O. (5) Reactant: [Br:1][C:2]1[CH:3]=[CH:4][C:5]2[S:9][C:8](Cl)=[N:7][C:6]=2[CH:11]=1.[Br-].[CH:13]1([Zn+])[CH2:15][CH2:14]1. Product: [Br:1][C:2]1[CH:3]=[CH:4][C:5]2[S:9][C:8]([CH:13]3[CH2:15][CH2:14]3)=[N:7][C:6]=2[CH:11]=1. The catalyst class is: 176. (6) Reactant: COC1C=C(C=C(OC)C=1)CC1C2C(=CC=CC=2CCC2C=CC(C(O)=O)=CC=2)CC=1.[CH3:32][O:33][C:34]1[CH:35]=[C:36]([CH:59]=[C:60]([O:62][CH3:63])[CH:61]=1)[CH2:37][CH:38]1[C:46]2[C:41](=[CH:42][CH:43]=[CH:44][C:45]=2[O:47][CH2:48][C:49]2[CH:58]=[CH:57][C:52]([C:53]([O:55]C)=[O:54])=[CH:51][CH:50]=2)[CH2:40][CH2:39]1.[Li+].[OH-]. Product: [CH3:63][O:62][C:60]1[CH:59]=[C:36]([CH:35]=[C:34]([O:33][CH3:32])[CH:61]=1)[CH2:37][CH:38]1[C:46]2[C:41](=[CH:42][CH:43]=[CH:44][C:45]=2[O:47][CH2:48][C:49]2[CH:50]=[CH:51][C:52]([C:53]([OH:55])=[O:54])=[CH:57][CH:58]=2)[CH2:40][CH2:39]1. The catalyst class is: 1. (7) Reactant: [NH2:1][C:2]1[CH:9]=[CH:8][C:5]([CH2:6][OH:7])=[CH:4][CH:3]=1.[Br:10][C:11]1[CH:12]=[N:13][C:14](Cl)=[N:15][CH:16]=1.[I-].[Na+].C(N(C(C)C)CC)(C)C. Product: [Br:10][C:11]1[CH:12]=[N:13][C:14]([NH:1][C:2]2[CH:9]=[CH:8][C:5]([CH2:6][OH:7])=[CH:4][CH:3]=2)=[N:15][CH:16]=1. The catalyst class is: 41. (8) Reactant: [F:1][C:2]1[CH:3]=[CH:4][C:5]([N+:11]([O-:13])=[O:12])=[C:6]([CH:10]=1)[C:7]([OH:9])=[O:8].[C:14]([O-])([O-])=O.[K+].[K+].COS(OC)(=O)=O. Product: [F:1][C:2]1[CH:3]=[CH:4][C:5]([N+:11]([O-:13])=[O:12])=[C:6]([CH:10]=1)[C:7]([O:9][CH3:14])=[O:8]. The catalyst class is: 21. (9) Reactant: Br[C:2]1[CH:41]=[CH:40][C:5]([CH2:6][CH:7]([NH:30][S:31]([C:34]2[CH:35]=[N:36][CH:37]=[CH:38][CH:39]=2)(=[O:33])=[O:32])[C:8]2[N:13]=[C:12]([N:14]([CH2:22][C:23]([O:25][C:26]([CH3:29])([CH3:28])[CH3:27])=[O:24])[C:15]([O:17][C:18]([CH3:21])([CH3:20])[CH3:19])=[O:16])[CH:11]=[CH:10][CH:9]=2)=[CH:4][CH:3]=1.[F:42][C:43]1[CH:48]=[CH:47][C:46](B(O)O)=[CH:45][CH:44]=1.P([O-])([O-])([O-])=O.[K+].[K+].[K+].C1(P(C2CCCCC2)C2CCCCC2)CCCCC1.[Cl-].[Na+]. Product: [C:18]([O:17][C:15]([N:14]([CH2:22][C:23]([O:25][C:26]([CH3:27])([CH3:29])[CH3:28])=[O:24])[C:12]1[CH:11]=[CH:10][CH:9]=[C:8]([CH:7]([CH2:6][C:5]2[CH:40]=[CH:41][C:2]([C:46]3[CH:47]=[CH:48][C:43]([F:42])=[CH:44][CH:45]=3)=[CH:3][CH:4]=2)[NH:30][S:31]([C:34]2[CH:35]=[N:36][CH:37]=[CH:38][CH:39]=2)(=[O:33])=[O:32])[N:13]=1)=[O:16])([CH3:21])([CH3:20])[CH3:19]. The catalyst class is: 493.